Task: Predict the reaction yield, written as a fraction of the theoretical maximum amount of product (1.0 means a 100% yield; for example, 0.34 means a 34% yield).. Dataset: Reaction yield outcomes from USPTO patents with 853,638 reactions (1) The reactants are ClC1N=CC(C=O)=C(C(C)C)C=1.[Cl:13][C:14]1[CH:15]=[C:16]([NH:20][C:21]2[N:26]=[CH:25][C:24]([CH2:27][OH:28])=[C:23]([CH:29]([CH3:31])[CH3:30])[CH:22]=2)[CH:17]=[CH:18][CH:19]=1. No catalyst specified. The product is [Cl:13][C:14]1[CH:15]=[C:16]([NH:20][C:21]2[N:26]=[CH:25][C:24]([CH:27]=[O:28])=[C:23]([CH:29]([CH3:31])[CH3:30])[CH:22]=2)[CH:17]=[CH:18][CH:19]=1. The yield is 0.620. (2) The reactants are B(Br)(Br)Br.[Br:5][C:6]1[CH:11]=[CH:10][C:9]([N+:12]([O-:14])=[O:13])=[CH:8][C:7]=1[O:15]C. The catalyst is C(Cl)Cl. The product is [Br:5][C:6]1[CH:11]=[CH:10][C:9]([N+:12]([O-:14])=[O:13])=[CH:8][C:7]=1[OH:15]. The yield is 0.650. (3) The reactants are [F:1][C:2]1[CH:15]=[CH:14][C:13]([O:16][CH3:17])=[CH:12][C:3]=1[CH:4]=[C:5]1[S:9]C(=S)N[C:6]1=[O:11].[OH-:18].[Na+]. No catalyst specified. The product is [F:1][C:2]1[CH:15]=[CH:14][C:13]([O:16][CH3:17])=[CH:12][C:3]=1/[CH:4]=[C:5](\[SH:9])/[C:6]([OH:18])=[O:11]. The yield is 1.00. (4) The reactants are CN(C=O)C.[C:6]([Cl:11])(=O)[C:7](Cl)=[O:8].OC1C(=O)[N:15]([CH:26]([CH3:28])[CH3:27])[S:16](=[O:25])(=[O:24])[C:17]=1[C:18]1[CH:23]=[CH:22][CH:21]=[CH:20][CH:19]=1.O. The catalyst is C(Cl)Cl. The product is [Cl:11][C:6]1[C:7](=[O:8])[N:15]([CH:26]([CH3:28])[CH3:27])[S:16](=[O:24])(=[O:25])[C:17]=1[C:18]1[CH:23]=[CH:22][CH:21]=[CH:20][CH:19]=1. The yield is 0.460. (5) The reactants are Br[CH2:2][CH2:3][CH2:4][C:5]([O:7][CH3:8])=[O:6].[Cl:9][C:10]1[CH:15]=[CH:14][C:13]([OH:16])=[CH:12][CH:11]=1.C(=O)([O-])[O-].[K+].[K+]. The catalyst is CN(C)C=O. The product is [Cl:9][C:10]1[CH:15]=[CH:14][C:13]([O:16][CH2:2][CH2:3][CH2:4][C:5]([O:7][CH3:8])=[O:6])=[CH:12][CH:11]=1. The yield is 0.760. (6) The reactants are [N+:1]([C:4]1C=CNN=1)([O-:3])=[O:2].O[CH:10]1[CH2:15][CH2:14][N:13]([C:16]([O:18][C:19]([CH3:22])([CH3:21])[CH3:20])=[O:17])[CH2:12][CH2:11]1.C1(P(C2C=CC=CC=2)C2C=CC=CC=2)C=CC=CC=1.[N:42]([C:50](OC(C)C)=O)=[N:43][C:44](OC(C)C)=O. The catalyst is C1COCC1. The product is [N+:1]([C:4]1[CH:50]=[N:42][N:43]([CH:10]2[CH2:15][CH2:14][N:13]([C:16]([O:18][C:19]([CH3:22])([CH3:21])[CH3:20])=[O:17])[CH2:12][CH2:11]2)[CH:44]=1)([O-:3])=[O:2]. The yield is 0.570. (7) The reactants are [NH2:1][C:2]1[N:3]=[CH:4][C:5]([C:8]2[C:13]([F:14])=[CH:12][C:11]([C:15]3[C:16]([SH:21])=[CH:17][CH:18]=[CH:19][CH:20]=3)=[CH:10][CH:9]=2)=[N:6][CH:7]=1.[Cl:22][C:23]1[N:28]=[CH:27][CH:26]=[CH:25][N:24]=1.CCN(C(C)C)C(C)C.C1C=CC(P(C2C=CC=CC=2)C2C=CC=CC=2)=CC=1. The catalyst is CN(C=O)C. The product is [ClH:22].[F:14][C:13]1[CH:12]=[C:11]([C:15]2[CH:20]=[CH:19][CH:18]=[CH:17][C:16]=2[S:21][C:23]2[N:28]=[CH:27][CH:26]=[CH:25][N:24]=2)[CH:10]=[CH:9][C:8]=1[C:5]1[N:6]=[CH:7][C:2]([NH2:1])=[N:3][CH:4]=1. The yield is 0.680.